Dataset: Forward reaction prediction with 1.9M reactions from USPTO patents (1976-2016). Task: Predict the product of the given reaction. (1) The product is: [CH3:26][O:27][C:28]([C:30]1[S:34][C:33](/[CH:35]=[CH:36]\[CH2:37][N:38]2[C:49](=[O:51])[CH2:48][CH2:47][C@@H:39]2[C:40]([O:42][C:43]([CH3:46])([CH3:45])[CH3:44])=[O:41])=[CH:32][CH:31]=1)=[O:29]. Given the reactants COC(=O)CC1C=CC(CN2C(=O)CC[C@@H]2C(OC(C)(C)C)=O)=CC=1.[CH3:26][O:27][C:28]([C:30]1[S:34][C:33](/[CH:35]=[CH:36]\[CH2:37][NH:38][C@H:39]([CH2:47][CH2:48][C:49]([O:51]C(C)(C)C)=O)[C:40]([O:42][C:43]([CH3:46])([CH3:45])[CH3:44])=[O:41])=[CH:32][CH:31]=1)=[O:29], predict the reaction product. (2) Given the reactants [S:1]1[CH:5]=[CH:4][C:3]2[C:6](=[O:11])[CH2:7][CH2:8][CH2:9][CH2:10][C:2]1=2.[H-].[Na+].[CH3:14][O:15][C:16](=O)[O:17]C, predict the reaction product. The product is: [O:11]=[C:6]1[C:3]2[CH:4]=[CH:5][S:1][C:2]=2[CH2:10][CH2:9][CH2:8][CH:7]1[C:16]([O:15][CH3:14])=[O:17].